The task is: Predict the product of the given reaction.. This data is from Forward reaction prediction with 1.9M reactions from USPTO patents (1976-2016). Given the reactants [NH2:1][C@@H:2]([CH2:5][C:6]([CH3:9])([CH3:8])[CH3:7])[CH2:3][OH:4].C(N(CC)CC)C.[C:17](O[C:17]([O:19][C:20]([CH3:23])([CH3:22])[CH3:21])=[O:18])([O:19][C:20]([CH3:23])([CH3:22])[CH3:21])=[O:18], predict the reaction product. The product is: [C:20]([O:19][C:17](=[O:18])[NH:1][C@H:2]([CH2:3][OH:4])[CH2:5][C:6]([CH3:9])([CH3:8])[CH3:7])([CH3:23])([CH3:22])[CH3:21].